This data is from Reaction yield outcomes from USPTO patents with 853,638 reactions. The task is: Predict the reaction yield, written as a fraction of the theoretical maximum amount of product (1.0 means a 100% yield; for example, 0.34 means a 34% yield). (1) The reactants are [F:1][C:2]1[N:12]=[CH:11][C:5]2[N:6]=[CH:7][NH:8][C:9](=O)[C:4]=2[CH:3]=1.S(Cl)(Cl)=O.[C:17]([C:19]1[CH:20]=[C:21]([CH:23]=[CH:24][CH:25]=1)[NH2:22])#[CH:18].C(=O)(O)[O-].[Na+]. The catalyst is CN(C=O)C.CC(N(C)C)=O. The product is [C:17]([C:19]1[CH:20]=[C:21]([NH:22][C:9]2[C:4]3[CH:3]=[C:2]([F:1])[N:12]=[CH:11][C:5]=3[N:6]=[CH:7][N:8]=2)[CH:23]=[CH:24][CH:25]=1)#[CH:18]. The yield is 0.990. (2) The reactants are S(=O)(=O)(O)O.[K].[C:7]([C:12]([OH:14])=[O:13])#[C:8][C:9]([OH:11])=[O:10].[CH2:15](O)[CH2:16][CH2:17][CH3:18]. No catalyst specified. The product is [CH2:15]([O:10][C:9]([C:8]#[C:7][C:12]([O:14][CH2:12][CH2:7][CH2:8][CH3:9])=[O:13])=[O:11])[CH2:16][CH2:17][CH3:18]. The yield is 0.304.